From a dataset of Full USPTO retrosynthesis dataset with 1.9M reactions from patents (1976-2016). Predict the reactants needed to synthesize the given product. (1) Given the product [C:21]([NH:1][C:4]1[CH:9]=[CH:8][C:7]([O:10][C:11](=[O:13])[CH3:12])=[CH:6][CH:5]=1)(=[O:24])[CH:22]=[CH2:23], predict the reactants needed to synthesize it. The reactants are: [N+:1]([C:4]1[CH:9]=[CH:8][C:7]([O:10][C:11](=[O:13])[CH3:12])=[CH:6][CH:5]=1)([O-])=O.C(N(CC)CC)C.[C:21](Cl)(=[O:24])[CH:22]=[CH2:23]. (2) Given the product [CH3:1][C:2]1[C:6]([CH2:7][N:8]2[CH:12]=[C:11]([N:13]3[C:17](=[O:18])[CH2:16][N:15]([CH2:22][C:23]4[CH:28]=[CH:27][CH:26]=[C:25]([F:29])[CH:24]=4)[C:14]3=[O:19])[CH:10]=[N:9]2)=[C:5]([CH3:20])[O:4][N:3]=1, predict the reactants needed to synthesize it. The reactants are: [CH3:1][C:2]1[C:6]([CH2:7][N:8]2[CH:12]=[C:11]([N:13]3[C:17](=[O:18])[CH2:16][NH:15][C:14]3=[O:19])[CH:10]=[N:9]2)=[C:5]([CH3:20])[O:4][N:3]=1.Br[CH2:22][C:23]1[CH:28]=[CH:27][CH:26]=[C:25]([F:29])[CH:24]=1. (3) The reactants are: [NH2:17][C:16]1[CH:18]=[CH:19][C:20]([O:22][C:23]([F:24])([F:25])[F:26])=[CH:21][C:15]=1[S:14][S:14][C:15]1[CH:21]=[C:20]([O:22][C:23]([F:26])([F:25])[F:24])[CH:19]=[CH:18][C:16]=1[NH2:17].[C:27]1([CH:33]2[NH:38][C:37](=[O:39])[CH2:36][C:35](=O)[CH2:34]2)[CH:32]=[CH:31][CH:30]=[CH:29][CH:28]=1. Given the product [C:27]1([CH:33]2[NH:38][C:37](=[O:39])[C:36]3[S:14][C:15]4[CH:21]=[C:20]([O:22][C:23]([F:24])([F:25])[F:26])[CH:19]=[CH:18][C:16]=4[NH:17][C:35]=3[CH2:34]2)[CH:28]=[CH:29][CH:30]=[CH:31][CH:32]=1, predict the reactants needed to synthesize it. (4) Given the product [C:1]([O:4][CH2:5][CH2:6][O:24][C:11]1[C:10]([C:25]2[CH:26]=[CH:27][C:28]([CH3:31])=[CH:29][CH:30]=2)=[C:9]([NH2:8])[N:13]([CH2:14][CH2:15][O:16][Si:17]([C:20]([CH3:23])([CH3:22])[CH3:21])([CH3:19])[CH3:18])[N:12]=1)(=[O:3])[CH3:2], predict the reactants needed to synthesize it. The reactants are: [C:1]([O:4][CH2:5][CH2:6]Br)(=[O:3])[CH3:2].[NH2:8][C:9]1[N:13]([CH2:14][CH2:15][O:16][Si:17]([C:20]([CH3:23])([CH3:22])[CH3:21])([CH3:19])[CH3:18])[N:12]=[C:11]([OH:24])[C:10]=1[C:25]1[CH:30]=[CH:29][C:28]([CH3:31])=[CH:27][CH:26]=1.C(=O)([O-])[O-].[Cs+].[Cs+]. (5) Given the product [F:3][C:4]1[CH:5]=[CH:6][C:7]([OH:14])=[C:8]([CH2:9][OH:10])[CH:13]=1, predict the reactants needed to synthesize it. The reactants are: O=O.[F:3][C:4]1[CH:5]=[CH:6][C:7]([OH:14])=[C:8]([CH:13]=1)[C:9](OC)=[O:10].[H-].[Al+3].[Li+].[H-].[H-].[H-].[Cl-].[NH4+].